This data is from Full USPTO retrosynthesis dataset with 1.9M reactions from patents (1976-2016). The task is: Predict the reactants needed to synthesize the given product. (1) Given the product [C:1]([C:3]1[CH:4]=[CH:5][C:6](/[CH:12]=[CH:13]/[C:14]2[CH:18]=[C:17]([C:19]3[CH:24]=[CH:23][CH:22]=[CH:21][CH:20]=3)[O:16][N:15]=2)=[C:7]([CH:11]=1)[C:8]([OH:10])=[O:9])#[N:2], predict the reactants needed to synthesize it. The reactants are: [C:1]([C:3]1[CH:4]=[CH:5][C:6](/[CH:12]=[CH:13]/[C:14]2[CH:18]=[C:17]([C:19]3[CH:24]=[CH:23][CH:22]=[CH:21][CH:20]=3)[O:16][N:15]=2)=[C:7]([CH:11]=1)[C:8]([O-:10])=[O:9])#[N:2].[OH-].[Na+]. (2) The reactants are: CC1(C)C(C)(C)OB([C:9]2[CH:14]=[CH:13][N:12]=[C:11]([NH:15][C:16](=[O:18])[CH3:17])[CH:10]=2)O1.[NH2:20][C:21]1[N:31]=[CH:30][C:29](Br)=[CH:28][C:22]=1[C:23]([N:25]([CH3:27])[CH3:26])=[O:24].O1CCOCC1.C(=O)([O-])[O-].[K+].[K+]. Given the product [C:16]([NH:15][C:11]1[CH:10]=[C:9]([C:29]2[CH:30]=[N:31][C:21]([NH2:20])=[C:22]([C:23]([N:25]([CH3:26])[CH3:27])=[O:24])[CH:28]=2)[CH:14]=[CH:13][N:12]=1)(=[O:18])[CH3:17], predict the reactants needed to synthesize it. (3) Given the product [C:17]1([NH:16][C:11]2[C:10]([OH:9])=[CH:15][CH:14]=[CH:13][N:12]=2)[CH:22]=[CH:21][CH:20]=[CH:19][CH:18]=1, predict the reactants needed to synthesize it. The reactants are: [Cl-].[NH+]1C=CC=CC=1.C[O:9][C:10]1[C:11]([NH:16][C:17]2[CH:22]=[CH:21][CH:20]=[CH:19][CH:18]=2)=[N:12][CH:13]=[CH:14][CH:15]=1.